From a dataset of Reaction yield outcomes from USPTO patents with 853,638 reactions. Predict the reaction yield, written as a fraction of the theoretical maximum amount of product (1.0 means a 100% yield; for example, 0.34 means a 34% yield). (1) The reactants are [O:1]1[CH:5]=[CH:4][C:3](C(O)=O)=[CH:2]1.C([N:11]([CH2:14]C)CC)C.C1(P(N=[N+]=[N-])(C2C=CC=CC=2)=[O:23])C=CC=CC=1.[C:33]([OH:37])([CH3:36])([CH3:35])[CH3:34]. No catalyst specified. The product is [O:1]1[CH:5]=[CH:4][C:3]([NH:11][C:14](=[O:23])[O:37][C:33]([CH3:36])([CH3:35])[CH3:34])=[CH:2]1. The yield is 0.760. (2) The reactants are [NH2:1][C@H:2]([C:7]([OH:9])=[O:8])[C:3]([CH3:6])([CH3:5])[CH3:4].[OH-].[Na+].Cl[C:13]([O:15][CH3:16])=[O:14]. No catalyst specified. The product is [CH3:16][O:15][C:13]([NH:1][CH:2]([C:3]([CH3:6])([CH3:5])[CH3:4])[C:7]([OH:9])=[O:8])=[O:14]. The yield is 0.890. (3) The reactants are [H-].[Na+].[CH2:3]([OH:15])[CH2:4][O:5][CH2:6][CH2:7][O:8][CH2:9][CH2:10][O:11][CH2:12][CH2:13]O.S([O-])(=O)(=O)C.[CH2:21]([O:28][CH2:29][CH2:30][O:31][CH2:32][CH2:33][O:34][CH2:35][CH2:36][O:37][CH2:38][CH2:39][OH:40])[C:22]1[CH:27]=[CH:26][CH:25]=[CH:24][CH:23]=1. The catalyst is O1CCCC1. The product is [CH2:21]([O:28][CH2:29][CH2:30][O:31][CH2:32][CH2:33][O:34][CH2:35][CH2:36][O:37][CH2:38][CH2:39][O:40][CH2:13][CH2:12][O:11][CH2:10][CH2:9][O:8][CH2:7][CH2:6][O:5][CH2:4][CH2:3][OH:15])[C:22]1[CH:23]=[CH:24][CH:25]=[CH:26][CH:27]=1. The yield is 0.340. (4) The reactants are Br[C:2]1[S:3][CH:4]=[C:5]([CH3:7])[N:6]=1.[CH2:8]([N:12]1[N:16]=[C:15]2[CH:17]=[CH:18][CH:19]=[CH:20][C:14]2=[N:13]1)[CH2:9][C:10]#[CH:11]. No catalyst specified. The product is [CH3:7][C:5]1[N:6]=[C:2]([C:11]#[C:10][CH2:9][CH2:8][N:12]2[N:13]=[C:14]3[CH:20]=[CH:19][CH:18]=[CH:17][C:15]3=[N:16]2)[S:3][CH:4]=1. The yield is 0.270. (5) The reactants are CO.[OH-].[Na+].[NH2:5][C:6]1[C:11]([C:12]2[O:16][N:15]=[C:14]([CH2:17][C:18]3[CH:23]=[CH:22][C:21]([OH:24])=[CH:20][CH:19]=3)[CH:13]=2)=[CH:10][CH:9]=[CH:8][N:7]=1.Cl[CH2:26][C:27]1[CH:32]=[C:31]([CH3:33])[CH:30]=[CH:29][N:28]=1. The catalyst is CN(C)C=O. The product is [CH3:33][C:31]1[CH:30]=[CH:29][N:28]=[C:27]([CH2:26][O:24][C:21]2[CH:22]=[CH:23][C:18]([CH2:17][C:14]3[CH:13]=[C:12]([C:11]4[C:6]([NH2:5])=[N:7][CH:8]=[CH:9][CH:10]=4)[O:16][N:15]=3)=[CH:19][CH:20]=2)[CH:32]=1. The yield is 0.302. (6) The reactants are [CH:1]1([CH:6]=[C:7]2[CH2:16][CH2:15][C:14]3[CH:13]=[C:12]([NH:17][C:18](=[O:20])[CH3:19])[CH:11]=[CH:10][C:9]=3[C:8]2=O)[CH2:5][CH2:4][CH2:3][CH2:2]1.Cl.[Cl:23][C:24]1[CH:31]=[C:30]([NH:32][NH2:33])[CH:29]=[CH:28][C:25]=1[C:26]#[N:27].C(N)(=O)C. No catalyst specified. The product is [Cl:23][C:24]1[CH:31]=[C:30]([N:32]2[CH:6]([CH:1]3[CH2:5][CH2:4][CH2:3][CH2:2]3)[CH:7]3[C:8]([C:9]4[CH:10]=[CH:11][C:12]([NH:17][C:18](=[O:20])[CH3:19])=[CH:13][C:14]=4[CH2:15][CH2:16]3)=[N:33]2)[CH:29]=[CH:28][C:25]=1[C:26]#[N:27]. The yield is 0.590. (7) The reactants are [C:1]([C:3]1[CH:4]=[C:5]([S:21]([N:24](CC2C=CC(OC)=CC=2OC)[C:25]2[CH:30]=[CH:29][N:28]=[CH:27][N:26]=2)(=[O:23])=[O:22])[CH:6]=[CH:7][C:8]=1[O:9][C@H:10]1[CH2:14][CH2:13][CH2:12][C@@H:11]1[C:15]1[N:19]([CH3:20])[N:18]=[CH:17][CH:16]=1)#[N:2].C([SiH](CC)CC)C.FC(F)(F)C(O)=O. The catalyst is ClCCl. The product is [C:1]([C:3]1[CH:4]=[C:5]([S:21]([NH:24][C:25]2[CH:30]=[CH:29][N:28]=[CH:27][N:26]=2)(=[O:23])=[O:22])[CH:6]=[CH:7][C:8]=1[O:9][C@H:10]1[CH2:14][CH2:13][CH2:12][C@@H:11]1[C:15]1[N:19]([CH3:20])[N:18]=[CH:17][CH:16]=1)#[N:2]. The yield is 0.790.